This data is from NCI-60 drug combinations with 297,098 pairs across 59 cell lines. The task is: Regression. Given two drug SMILES strings and cell line genomic features, predict the synergy score measuring deviation from expected non-interaction effect. (1) Drug 1: C1=CC(=CC=C1CCC2=CNC3=C2C(=O)NC(=N3)N)C(=O)NC(CCC(=O)O)C(=O)O. Drug 2: CN(CC1=CN=C2C(=N1)C(=NC(=N2)N)N)C3=CC=C(C=C3)C(=O)NC(CCC(=O)O)C(=O)O. Cell line: COLO 205. Synergy scores: CSS=54.2, Synergy_ZIP=-0.157, Synergy_Bliss=-0.161, Synergy_Loewe=1.94, Synergy_HSA=4.84. (2) Drug 1: CC12CCC3C(C1CCC2=O)CC(=C)C4=CC(=O)C=CC34C. Drug 2: C(CC(=O)O)C(=O)CN.Cl. Cell line: HCT116. Synergy scores: CSS=36.3, Synergy_ZIP=-0.360, Synergy_Bliss=1.90, Synergy_Loewe=-1.87, Synergy_HSA=2.68. (3) Drug 1: CC1=CC=C(C=C1)C2=CC(=NN2C3=CC=C(C=C3)S(=O)(=O)N)C(F)(F)F. Drug 2: C(CC(=O)O)C(=O)CN.Cl. Cell line: NCIH23. Synergy scores: CSS=1.72, Synergy_ZIP=0.106, Synergy_Bliss=-1.12, Synergy_Loewe=-8.67, Synergy_HSA=-8.81. (4) Drug 1: CCC1(C2=C(COC1=O)C(=O)N3CC4=CC5=C(C=CC(=C5CN(C)C)O)N=C4C3=C2)O.Cl. Drug 2: C1CCC(C(C1)N)N.C(=O)(C(=O)[O-])[O-].[Pt+4]. Cell line: OVCAR3. Synergy scores: CSS=42.6, Synergy_ZIP=-4.56, Synergy_Bliss=-1.08, Synergy_Loewe=-16.9, Synergy_HSA=2.28. (5) Drug 1: CN1CCC(CC1)COC2=C(C=C3C(=C2)N=CN=C3NC4=C(C=C(C=C4)Br)F)OC. Drug 2: C1CCC(CC1)NC(=O)N(CCCl)N=O. Cell line: UACC-257. Synergy scores: CSS=5.64, Synergy_ZIP=1.50, Synergy_Bliss=1.39, Synergy_Loewe=-2.40, Synergy_HSA=-0.791. (6) Drug 1: CC1=C2C(C(=O)C3(C(CC4C(C3C(C(C2(C)C)(CC1OC(=O)C(C(C5=CC=CC=C5)NC(=O)C6=CC=CC=C6)O)O)OC(=O)C7=CC=CC=C7)(CO4)OC(=O)C)O)C)OC(=O)C. Drug 2: CC=C1C(=O)NC(C(=O)OC2CC(=O)NC(C(=O)NC(CSSCCC=C2)C(=O)N1)C(C)C)C(C)C. Cell line: SK-MEL-5. Synergy scores: CSS=75.1, Synergy_ZIP=-5.29, Synergy_Bliss=-5.78, Synergy_Loewe=-4.65, Synergy_HSA=-1.49. (7) Drug 1: CC12CCC3C(C1CCC2=O)CC(=C)C4=CC(=O)C=CC34C. Drug 2: C#CCC(CC1=CN=C2C(=N1)C(=NC(=N2)N)N)C3=CC=C(C=C3)C(=O)NC(CCC(=O)O)C(=O)O. Cell line: 786-0. Synergy scores: CSS=49.1, Synergy_ZIP=-9.24, Synergy_Bliss=-11.5, Synergy_Loewe=-32.9, Synergy_HSA=-11.3. (8) Drug 2: CC=C1C(=O)NC(C(=O)OC2CC(=O)NC(C(=O)NC(CSSCCC=C2)C(=O)N1)C(C)C)C(C)C. Synergy scores: CSS=8.41, Synergy_ZIP=1.34, Synergy_Bliss=1.38, Synergy_Loewe=-27.6, Synergy_HSA=-0.553. Drug 1: CC1C(C(=O)NC(C(=O)N2CCCC2C(=O)N(CC(=O)N(C(C(=O)O1)C(C)C)C)C)C(C)C)NC(=O)C3=C4C(=C(C=C3)C)OC5=C(C(=O)C(=C(C5=N4)C(=O)NC6C(OC(=O)C(N(C(=O)CN(C(=O)C7CCCN7C(=O)C(NC6=O)C(C)C)C)C)C(C)C)C)N)C. Cell line: NCI-H226. (9) Drug 1: C1=NC2=C(N1)C(=S)N=C(N2)N. Drug 2: CC1CCC2CC(C(=CC=CC=CC(CC(C(=O)C(C(C(=CC(C(=O)CC(OC(=O)C3CCCCN3C(=O)C(=O)C1(O2)O)C(C)CC4CCC(C(C4)OC)OCCO)C)C)O)OC)C)C)C)OC. Cell line: HCC-2998. Synergy scores: CSS=24.3, Synergy_ZIP=-4.61, Synergy_Bliss=-3.59, Synergy_Loewe=-5.80, Synergy_HSA=-2.49.